Predict which catalyst facilitates the given reaction. From a dataset of Catalyst prediction with 721,799 reactions and 888 catalyst types from USPTO. (1) Reactant: [C:1]([O:5][C:6]([N:8]1[CH2:13][CH2:12][N:11]([C:14]([O:16][C:17]([CH3:20])([CH3:19])[CH3:18])=[O:15])[CH2:10][CH:9]1C(O)=O)=[O:7])([CH3:4])([CH3:3])[CH3:2].CC[N:26]([CH2:29]C)CC.ClC(OCC)=[O:33].[NH4+].[OH-]. Product: [C:29]([CH:9]1[CH2:10][N:11]([C:14]([O:16][C:17]([CH3:20])([CH3:19])[CH3:18])=[O:15])[CH2:12][CH2:13][N:8]1[C:6]([O:5][C:1]([CH3:2])([CH3:3])[CH3:4])=[O:7])(=[O:33])[NH2:26]. The catalyst class is: 20. (2) Reactant: [CH3:1][O:2][C:3]([C:5]1[C:9]2[CH:10]=[CH:11][C:12]([O:14][Si](C(C)C)(C(C)C)C(C)C)=[CH:13][C:8]=2[O:7][CH:6]=1)=[O:4].O.O.O.[F-].C([N+](CCCC)(CCCC)CCCC)CCC.CCOC(C)=O.O. Product: [CH3:1][O:2][C:3]([C:5]1[C:9]2[CH:10]=[CH:11][C:12]([OH:14])=[CH:13][C:8]=2[O:7][CH:6]=1)=[O:4]. The catalyst class is: 3. (3) Reactant: [K].[CH3:2][O:3][C:4]1[CH:25]=[CH:24][C:7]2[NH:8][C:9]([S@:11]([CH2:13][C:14]3[C:19]([CH3:20])=[C:18]([O:21][CH3:22])[C:17]([CH3:23])=[CH:16][N:15]=3)=[O:12])=[N:10][C:6]=2[CH:5]=1.[Cl-].[Mg+2].[Cl-]. Product: [CH3:23][C:17]1[CH:16]=[N:15][C:14]([CH2:13][S+:11]([O-:12])[C:9]2[NH:8][C:7]3[CH:24]=[CH:25][C:4]([O:3][CH3:2])=[CH:5][C:6]=3[N:10]=2)=[C:19]([CH3:20])[C:18]=1[O:21][CH3:22]. The catalyst class is: 6. (4) Reactant: [F:1][C:2]1[C:7]([F:8])=[CH:6][C:5]([F:9])=[CH:4][C:3]=1B(O)O.[I:13][C:14]1[N:15]=[CH:16][NH:17][CH:18]=1. Product: [I:13][C:14]1[N:15]=[CH:16][N:17]([C:3]2[CH:4]=[C:5]([F:9])[CH:6]=[C:7]([F:8])[C:2]=2[F:1])[CH:18]=1. The catalyst class is: 5.